Dataset: Full USPTO retrosynthesis dataset with 1.9M reactions from patents (1976-2016). Task: Predict the reactants needed to synthesize the given product. Given the product [Cl:45][C:32]1[CH:31]=[C:30]([C:4]2[C:5]3[C:10](=[CH:9][C:8]([S:12]([N:15]([C:25]4[CH:29]=[CH:28][O:27][N:26]=4)[CH2:16][C:17]4[CH:22]=[CH:21][C:20]([O:23][CH3:24])=[CH:19][CH:18]=4)(=[O:13])=[O:14])=[CH:7][CH:6]=3)[CH:11]=[C:2]([O:47][CH3:46])[N:3]=2)[C:35]([O:36][CH3:37])=[CH:34][C:33]=1[C:38]1[CH:43]=[CH:42][CH:41]=[C:40]([F:44])[CH:39]=1, predict the reactants needed to synthesize it. The reactants are: Cl[C:2]1[N:3]=[C:4]([C:30]2[C:35]([O:36][CH3:37])=[CH:34][C:33]([C:38]3[CH:43]=[CH:42][CH:41]=[C:40]([F:44])[CH:39]=3)=[C:32]([Cl:45])[CH:31]=2)[C:5]2[C:10]([CH:11]=1)=[CH:9][C:8]([S:12]([N:15]([C:25]1[CH:29]=[CH:28][O:27][N:26]=1)[CH2:16][C:17]1[CH:22]=[CH:21][C:20]([O:23][CH3:24])=[CH:19][CH:18]=1)(=[O:14])=[O:13])=[CH:7][CH:6]=2.[C:46](=O)([O-])[O-:47].[Cs+].[Cs+].C(P(C(C)(C)C)C1C=CC=CC=1C1C(C(C)C)=CC(C(C)C)=CC=1C(C)C)(C)(C)C.